From a dataset of NCI-60 drug combinations with 297,098 pairs across 59 cell lines. Regression. Given two drug SMILES strings and cell line genomic features, predict the synergy score measuring deviation from expected non-interaction effect. (1) Drug 1: COC1=C(C=C2C(=C1)N=CN=C2NC3=CC(=C(C=C3)F)Cl)OCCCN4CCOCC4. Synergy scores: CSS=46.4, Synergy_ZIP=2.31, Synergy_Bliss=1.25, Synergy_Loewe=3.29, Synergy_HSA=4.56. Cell line: EKVX. Drug 2: CC12CCC3C(C1CCC2=O)CC(=C)C4=CC(=O)C=CC34C. (2) Drug 1: CC(CN1CC(=O)NC(=O)C1)N2CC(=O)NC(=O)C2. Drug 2: CC(C)(C#N)C1=CC(=CC(=C1)CN2C=NC=N2)C(C)(C)C#N. Cell line: NCI-H322M. Synergy scores: CSS=4.88, Synergy_ZIP=-0.365, Synergy_Bliss=1.97, Synergy_Loewe=1.50, Synergy_HSA=2.12. (3) Drug 2: C1CC(=O)NC(=O)C1N2C(=O)C3=CC=CC=C3C2=O. Synergy scores: CSS=38.5, Synergy_ZIP=14.0, Synergy_Bliss=13.2, Synergy_Loewe=13.7, Synergy_HSA=14.7. Cell line: MOLT-4. Drug 1: CC1C(C(CC(O1)OC2CC(CC3=C2C(=C4C(=C3O)C(=O)C5=C(C4=O)C(=CC=C5)OC)O)(C(=O)CO)O)N)O.Cl. (4) Cell line: SF-295. Drug 1: C1=CC(=CC=C1CCCC(=O)O)N(CCCl)CCCl. Synergy scores: CSS=19.2, Synergy_ZIP=4.46, Synergy_Bliss=2.80, Synergy_Loewe=-0.319, Synergy_HSA=1.67. Drug 2: CC1=C(C=C(C=C1)NC(=O)C2=CC=C(C=C2)CN3CCN(CC3)C)NC4=NC=CC(=N4)C5=CN=CC=C5. (5) Drug 1: CC1=C2C(C(=O)C3(C(CC4C(C3C(C(C2(C)C)(CC1OC(=O)C(C(C5=CC=CC=C5)NC(=O)OC(C)(C)C)O)O)OC(=O)C6=CC=CC=C6)(CO4)OC(=O)C)OC)C)OC. Drug 2: C1=CC(=CC=C1C#N)C(C2=CC=C(C=C2)C#N)N3C=NC=N3. Cell line: A549. Synergy scores: CSS=18.4, Synergy_ZIP=-2.43, Synergy_Bliss=-10.8, Synergy_Loewe=-37.6, Synergy_HSA=-10.4. (6) Drug 1: C1C(C(OC1N2C=NC3=C(N=C(N=C32)Cl)N)CO)O. Drug 2: CCCCC(=O)OCC(=O)C1(CC(C2=C(C1)C(=C3C(=C2O)C(=O)C4=C(C3=O)C=CC=C4OC)O)OC5CC(C(C(O5)C)O)NC(=O)C(F)(F)F)O. Cell line: KM12. Synergy scores: CSS=40.3, Synergy_ZIP=-1.02, Synergy_Bliss=-0.696, Synergy_Loewe=-7.13, Synergy_HSA=-1.55. (7) Drug 1: CC12CCC(CC1=CCC3C2CCC4(C3CC=C4C5=CN=CC=C5)C)O. Drug 2: C1CCC(C(C1)N)N.C(=O)(C(=O)[O-])[O-].[Pt+4]. Cell line: RXF 393. Synergy scores: CSS=27.7, Synergy_ZIP=-3.40, Synergy_Bliss=5.74, Synergy_Loewe=7.56, Synergy_HSA=8.70.